Dataset: Full USPTO retrosynthesis dataset with 1.9M reactions from patents (1976-2016). Task: Predict the reactants needed to synthesize the given product. (1) Given the product [C:30]([O:19][C:63](=[O:62])[NH:55][C:53]1[CH:54]=[CH:49][CH:50]=[CH:51][C:52]=1[NH:57][C:14]([C:12]1[S:13][C:9]2[CH:8]=[CH:7][C:6]([NH:5][C:3](=[O:4])[CH2:2][Cl:1])=[CH:18][C:10]=2[CH:11]=1)=[O:16])([CH3:29])([CH3:31])[CH3:37], predict the reactants needed to synthesize it. The reactants are: [Cl:1][CH2:2][C:3]([NH:5][C:6]1[CH:7]=[CH:8][C:9]2[S:13][C:12]([C:14]([O:16]C)=O)=[CH:11][C:10]=2[CH:18]=1)=[O:4].[OH-:19].[Na+].ClCC(NC1C=C[C:29]2SC(C(O)=O)=[CH:31][C:30]=2[CH:37]=1)=O.CCN=C=NCCCN(C)C.[CH:49]1[CH:50]=[CH:51][C:52]2[N:57](O)N=[N:55][C:53]=2[CH:54]=1.C1[CH2:63][O:62]CC1.CO. (2) Given the product [NH2:18][C:10]1[O:11][C:12]([CH3:16])([CH3:17])[C:13]([F:14])([F:15])[C@:8]([C:6]2[CH:7]=[C:2]([NH:1][C:28]([C:25]3[C:24]([F:31])=[CH:23][C:22]([Cl:21])=[CH:27][N:26]=3)=[O:29])[CH:3]=[CH:4][C:5]=2[F:20])([CH3:19])[N:9]=1, predict the reactants needed to synthesize it. The reactants are: [NH2:1][C:2]1[CH:3]=[CH:4][C:5]([F:20])=[C:6]([C@:8]2([CH3:19])[C:13]([F:15])([F:14])[C:12]([CH3:17])([CH3:16])[O:11][C:10]([NH2:18])=[N:9]2)[CH:7]=1.[Cl:21][C:22]1[CH:23]=[C:24]([F:31])[C:25]([C:28](O)=[O:29])=[N:26][CH:27]=1.